From a dataset of Reaction yield outcomes from USPTO patents with 853,638 reactions. Predict the reaction yield, written as a fraction of the theoretical maximum amount of product (1.0 means a 100% yield; for example, 0.34 means a 34% yield). (1) The reactants are [CH2:1]([N:3]=[C:4]=[O:5])[CH3:2].[CH2:6]([O:8][C:9]([C:11]1[C:16]([O:17][CH2:18][CH3:19])=[C:15]([N:20]2[CH2:25][CH2:24][O:23][CH2:22][CH2:21]2)[N:14]=[C:13]([C:26]2[CH:31]=[CH:30][C:29]([NH2:32])=[CH:28][CH:27]=2)[N:12]=1)=[O:10])[CH3:7]. The catalyst is C1(C)C=CC=CC=1. The product is [CH2:6]([O:8][C:9]([C:11]1[C:16]([O:17][CH2:18][CH3:19])=[C:15]([N:20]2[CH2:21][CH2:22][O:23][CH2:24][CH2:25]2)[N:14]=[C:13]([C:26]2[CH:27]=[CH:28][C:29]([NH:32][C:4]([NH:3][CH2:1][CH3:2])=[O:5])=[CH:30][CH:31]=2)[N:12]=1)=[O:10])[CH3:7]. The yield is 0.252. (2) The reactants are [F:1][C:2]1[CH:7]=[CH:6][CH:5]=[C:4]([O:8][CH3:9])[C:3]=1[C:10]1[C:11]2[C:15]([CH:16]=[CH:17][CH:18]=1)=[N:14][N:13]1[C:19]([CH:24]3[CH2:29][CH2:28][N:27](C(OC(C)(C)C)=O)[CH2:26][CH2:25]3)=[CH:20][C:21](=[O:23])[NH:22][C:12]=21.[ClH:37]. The catalyst is O1CCOCC1. The product is [ClH:37].[F:1][C:2]1[CH:7]=[CH:6][CH:5]=[C:4]([O:8][CH3:9])[C:3]=1[C:10]1[C:11]2[C:15]([CH:16]=[CH:17][CH:18]=1)=[N:14][N:13]1[C:19]([CH:24]3[CH2:25][CH2:26][NH:27][CH2:28][CH2:29]3)=[CH:20][C:21](=[O:23])[NH:22][C:12]=21. The yield is 0.960.